Dataset: Catalyst prediction with 721,799 reactions and 888 catalyst types from USPTO. Task: Predict which catalyst facilitates the given reaction. (1) Reactant: [CH2:1]([O:3][C:4]([C:6]1[N:7]=[C:8]([NH:11][C:12](=[O:27])[CH:13]([C:20]2[CH:25]=[CH:24][C:23]([Cl:26])=[CH:22][CH:21]=2)[CH2:14][CH:15]2[CH2:19][CH2:18][CH2:17][CH2:16]2)[S:9][CH:10]=1)=[O:5])C.S(=O)(=O)(O)O. Product: [CH3:1][O:3][C:4]([C:6]1[N:7]=[C:8]([NH:11][C:12](=[O:27])[CH:13]([C:20]2[CH:21]=[CH:22][C:23]([Cl:26])=[CH:24][CH:25]=2)[CH2:14][CH:15]2[CH2:16][CH2:17][CH2:18][CH2:19]2)[S:9][CH:10]=1)=[O:5]. The catalyst class is: 5. (2) Reactant: Cl[CH2:2][C:3]12[CH2:9][CH:6]([CH2:7][CH2:8]1)[CH:5]=[CH:4]2.CS(C)=O.[C-:14]#[N:15].[Na+]. Product: [C:14]([CH2:2][C:3]12[CH2:9][CH:6]([CH2:7][CH2:8]1)[CH:5]=[CH:4]2)#[N:15]. The catalyst class is: 237. (3) Reactant: [C:1]([O:5][C:6]([N:8]1[CH2:13][CH2:12][NH:11][CH2:10][CH2:9]1)=[O:7])([CH3:4])([CH3:3])[CH3:2].[O-]S([O-])(=O)=O.[Mg+2].[CH2:20]([C@@H:22]1[O:24][CH2:23]1)[Cl:21]. Product: [C:1]([O:5][C:6]([N:8]1[CH2:13][CH2:12][N:11]([CH2:23][C@@H:22]([OH:24])[CH2:20][Cl:21])[CH2:10][CH2:9]1)=[O:7])([CH3:4])([CH3:2])[CH3:3]. The catalyst class is: 5. (4) Reactant: C[O-].[Na+].C([O:6][C:7]([C:9]1[C:18](=[O:19])[C:17]2[C:12](=[N:13][C:14]([O:30][CH3:31])=[C:15]([CH2:20][CH2:21][C:22]3[CH:27]=[CH:26][C:25]([F:28])=[CH:24][C:23]=3[F:29])[CH:16]=2)[N:11]([C@H:32]([C:36](C)(C)[O:37][SiH2]C(C)(C)C)[CH:33]([CH3:35])[CH3:34])[CH:10]=1)=[O:8])C. Product: [F:29][C:23]1[CH:24]=[C:25]([F:28])[CH:26]=[CH:27][C:22]=1[CH2:21][CH2:20][C:15]1[CH:16]=[C:17]2[C:12](=[N:13][C:14]=1[O:30][CH3:31])[N:11]([C@@H:32]([CH:33]([CH3:35])[CH3:34])[CH2:36][OH:37])[CH:10]=[C:9]([C:7]([OH:8])=[O:6])[C:18]2=[O:19]. The catalyst class is: 24. (5) Reactant: O[CH2:2][C:3]([NH:6][C:7]([C:9]1[C:10]2[CH2:25][CH2:24][CH2:23][CH2:22][C:11]=2[S:12][C:13]=1[NH:14][C:15](=[O:21])[O:16][C:17]([CH3:20])([CH3:19])[CH3:18])=[O:8])([CH3:5])[CH3:4].CC[N+](S(N=C(OC)[O-])(=O)=O)(CC)CC.CCCCCCC.CCOC(C)=O. Product: [CH3:2][C:3]1([CH3:5])[CH2:4][O:8][C:7]([C:9]2[C:10]3[CH2:25][CH2:24][CH2:23][CH2:22][C:11]=3[S:12][C:13]=2[NH:14][C:15](=[O:21])[O:16][C:17]([CH3:20])([CH3:19])[CH3:18])=[N:6]1. The catalyst class is: 20. (6) Reactant: [N+:1]([C:4]1[CH:5]=[C:6]([C:10]2[CH:15]=[CH:14][CH:13]=[CH:12][CH:11]=2)[CH:7]=[CH:8][CH:9]=1)([O-])=O.[H][H]. Product: [C:10]1([C:6]2[CH:5]=[C:4]([CH:9]=[CH:8][CH:7]=2)[NH2:1])[CH:11]=[CH:12][CH:13]=[CH:14][CH:15]=1. The catalyst class is: 78.